Dataset: Forward reaction prediction with 1.9M reactions from USPTO patents (1976-2016). Task: Predict the product of the given reaction. (1) Given the reactants [F:1][C:2]1[CH:7]=[CH:6][C:5]([CH3:8])=[CH:4][C:3]=1[NH:9][NH2:10].C(=O)([O-])[O-].[K+].[K+].[C:17](OCC)(=[O:25])[C:18]#[C:19][C:20]([O:22][CH2:23][CH3:24])=[O:21].Cl, predict the reaction product. The product is: [F:1][C:2]1[CH:7]=[CH:6][C:5]([CH3:8])=[CH:4][C:3]=1[N:9]1[C:17]([OH:25])=[CH:18][C:19]([C:20]([O:22][CH2:23][CH3:24])=[O:21])=[N:10]1. (2) Given the reactants [CH2:1]([N:8]([C@H:16]1[CH2:21][CH2:20][C@H:19]([C:22]2[CH:27]=[CH:26][C:25]([OH:28])=[CH:24][CH:23]=2)[CH2:18][CH2:17]1)[C:9](=[O:15])[O:10][C:11]([CH3:14])([CH3:13])[CH3:12])[C:2]1[CH:7]=[CH:6][CH:5]=[CH:4][CH:3]=1.N1C(C)=CC=CC=1C.[F:37][C:38]([F:51])([F:50])[S:39](O[S:39]([C:38]([F:51])([F:50])[F:37])(=[O:41])=[O:40])(=[O:41])=[O:40].O, predict the reaction product. The product is: [F:37][C:38]([F:51])([F:50])[S:39]([O:28][C:25]1[CH:26]=[CH:27][C:22]([C@H:19]2[CH2:18][CH2:17][C@H:16]([N:8]([CH2:1][C:2]3[CH:3]=[CH:4][CH:5]=[CH:6][CH:7]=3)[C:9]([O:10][C:11]([CH3:14])([CH3:13])[CH3:12])=[O:15])[CH2:21][CH2:20]2)=[CH:23][CH:24]=1)(=[O:41])=[O:40]. (3) Given the reactants O.[C:2]([C:4]1[CH:9]=[CH:8][CH:7]=[CH:6][C:5]=1[C:10]1[C:11](=[O:28])[N:12]([C:22]2[CH:27]=[CH:26][CH:25]=[CH:24][CH:23]=2)[CH:13]=[C:14]([C:16]2[CH:21]=[CH:20][CH:19]=[CH:18][N:17]=2)[CH:15]=1)#[N:3].C(O)C.[ClH:32].C(OCC)(=O)C, predict the reaction product. The product is: [ClH:32].[C:2]([C:4]1[CH:9]=[CH:8][CH:7]=[CH:6][C:5]=1[C:10]1[C:11](=[O:28])[N:12]([C:22]2[CH:27]=[CH:26][CH:25]=[CH:24][CH:23]=2)[CH:13]=[C:14]([C:16]2[CH:21]=[CH:20][CH:19]=[CH:18][N:17]=2)[CH:15]=1)#[N:3]. (4) Given the reactants [N+:1]([C:4]1[CH:13]=[CH:12][C:7]2[N:8]=[C:9]([NH2:11])[S:10][C:6]=2[CH:5]=1)([O-:3])=[O:2].Br[CH:15]([CH2:20][CH3:21])[C:16]([O:18][CH3:19])=[O:17].[CH3:22][C:23]1C=CC2N=C(N)S[C:25]=2[CH:24]=1.Br[CH:34]([CH2:40][CH3:41])[C:35]([O:37]CC)=O, predict the reaction product. The product is: [N+:1]([C:4]1[CH:13]=[CH:12][C:7]2[N:8]([CH:15]([CH2:20][CH3:21])[C:16]([O:18][CH3:19])=[O:17])[C:9](=[N:11][C:35](=[O:37])[C:34]3[CH:40]=[CH:41][C:24]([CH3:25])=[CH:23][CH:22]=3)[S:10][C:6]=2[CH:5]=1)([O-:3])=[O:2]. (5) Given the reactants Cl[C:2]1[C:3](=[O:27])[O:4][C:5]([CH2:14][CH2:15][C:16]2[CH:21]=[C:20]([Cl:22])[C:19]([O:23][CH3:24])=[CH:18][C:17]=2[O:25][CH3:26])([CH:9]2[CH2:13][CH2:12][CH2:11][CH2:10]2)[CH2:6][C:7]=1[OH:8].ClC1C(=O)OC(CCC2C=CC(OC)=C(Cl)C=2)(C2CCCC2)CC=1O.[Cl:53][C:54]1[CH:64]=[CH:63][C:57]2[N:58]([CH3:62])[C:59]([SH:61])=[N:60][C:56]=2[CH:55]=1.ClC1C=CC2N(C(C)C)C(S)=NC=2C=1, predict the reaction product. The product is: [Cl:22][C:20]1[C:19]([O:23][CH3:24])=[CH:18][C:17]([O:25][CH3:26])=[C:16]([CH2:15][CH2:14][C:5]2([CH:9]3[CH2:13][CH2:12][CH2:11][CH2:10]3)[O:4][C:3](=[O:27])[C:2]([S:61][C:59]3[N:58]([CH3:62])[C:57]4[CH:63]=[CH:64][C:54]([Cl:53])=[CH:55][C:56]=4[N:60]=3)=[C:7]([OH:8])[CH2:6]2)[CH:21]=1. (6) Given the reactants C(O[C:4]([C:6]1[S:7][C:8]2[CH:9]=[N:10][CH:11]=[CH:12][C:13]=2[N:14]=1)=[O:5])C.[C:15]1([C@@H:21]([NH2:23])[CH3:22])[CH:20]=[CH:19][CH:18]=[CH:17][CH:16]=1.C[Al](C)C.CCCCCC, predict the reaction product. The product is: [C:15]1([C@@H:21]([NH:23][C:4]([C:6]2[S:7][C:8]3[CH:9]=[N:10][CH:11]=[CH:12][C:13]=3[N:14]=2)=[O:5])[CH3:22])[CH:20]=[CH:19][CH:18]=[CH:17][CH:16]=1. (7) The product is: [Br:1][C:2]1[C:3]([NH:11][C:18]([NH:17][C:15]([O:14][CH2:12][CH3:13])=[O:16])=[S:19])=[N:4][CH:5]=[C:6]([CH:8]2[CH2:9][CH2:10]2)[CH:7]=1. Given the reactants [Br:1][C:2]1[C:3]([NH2:11])=[N:4][CH:5]=[C:6]([CH:8]2[CH2:10][CH2:9]2)[CH:7]=1.[CH2:12]([O:14][C:15]([N:17]=[C:18]=[S:19])=[O:16])[CH3:13], predict the reaction product. (8) Given the reactants [Br:1][C:2]1[CH:7]=[C:6]([CH2:8][CH3:9])[CH:5]=[CH:4][C:3]=1[CH2:10][CH:11]([CH3:15])[C:12](O)=[O:13].S(Cl)([Cl:18])=O, predict the reaction product. The product is: [Br:1][C:2]1[CH:7]=[C:6]([CH2:8][CH3:9])[CH:5]=[CH:4][C:3]=1[CH2:10][CH:11]([CH3:15])[C:12]([Cl:18])=[O:13]. (9) Given the reactants [Li+].C[Si]([N-][Si](C)(C)C)(C)C.[O:11]=[C:12]1[NH:17][C:16]([N:18]2[CH2:23][CH2:22][CH2:21][CH2:20][CH2:19]2)=[N:15][C:14]([C:24]2[CH:29]=[CH:28][C:27]([CH3:30])=[CH:26][CH:25]=2)=[C:13]1[CH:31]([CH2:36][CH2:37][CH3:38])[C:32]([O:34][CH3:35])=[O:33].[CH2:39](Br)[C:40]1[CH:45]=[CH:44][CH:43]=[CH:42][CH:41]=1.[Cl-].[NH4+], predict the reaction product. The product is: [CH2:39]([N:17]1[C:12](=[O:11])[C:13]([CH:31]([CH2:36][CH2:37][CH3:38])[C:32]([O:34][CH3:35])=[O:33])=[C:14]([C:24]2[CH:25]=[CH:26][C:27]([CH3:30])=[CH:28][CH:29]=2)[N:15]=[C:16]1[N:18]1[CH2:23][CH2:22][CH2:21][CH2:20][CH2:19]1)[C:40]1[CH:45]=[CH:44][CH:43]=[CH:42][CH:41]=1.